This data is from Catalyst prediction with 721,799 reactions and 888 catalyst types from USPTO. The task is: Predict which catalyst facilitates the given reaction. (1) Reactant: [C:1]([S:4][CH2:5][CH2:6][C:7]1[C:15]2[C:10](=[CH:11][CH:12]=[CH:13][CH:14]=2)[NH:9][C:8]=1[C:16]([O:18][CH3:19])=[O:17])(=[O:3])[CH3:2].[C:20]1(B(O)O)[CH:25]=[CH:24][CH:23]=[CH:22][CH:21]=1.N1C=CC=CC=1. Product: [C:1]([S:4][CH2:5][CH2:6][C:7]1[C:15]2[C:10](=[CH:11][CH:12]=[CH:13][CH:14]=2)[N:9]([C:20]2[CH:25]=[CH:24][CH:23]=[CH:22][CH:21]=2)[C:8]=1[C:16]([O:18][CH3:19])=[O:17])(=[O:3])[CH3:2]. The catalyst class is: 221. (2) Reactant: Br[CH2:2][C@@:3]([OH:20])([CH3:19])[C:4]([NH:6][C:7]1[CH:12]=[CH:11][C:10]([C:13]#[N:14])=[C:9]([C:15]([F:18])([F:17])[F:16])[CH:8]=1)=[O:5].Br[NH-].C([O-])([O-])=O.[K+].[K+].[Cl:29][C:30]1[CH:35]=[CH:34][C:33]([OH:36])=[CH:32][C:31]=1[F:37].O. Product: [Cl:29][C:30]1[CH:35]=[CH:34][C:33]([O:36][CH2:2][C@@:3]([OH:20])([CH3:19])[C:4]([NH:6][C:7]2[CH:12]=[CH:11][C:10]([C:13]#[N:14])=[C:9]([C:15]([F:18])([F:17])[F:16])[CH:8]=2)=[O:5])=[CH:32][C:31]=1[F:37]. The catalyst class is: 41.